From a dataset of hERG Central: cardiac toxicity at 1µM, 10µM, and general inhibition. Predict hERG channel inhibition at various concentrations. (1) The drug is CCOC(=O)c1cc2c(=O)n3cccc(C)c3nc2n(CC(C)C)c1=NC(=O)c1ccco1. Results: hERG_inhib (hERG inhibition (general)): blocker. (2) The molecule is CC(=O)N1CCN(c2ccnc3cc(Cl)ccc23)CC1. Results: hERG_inhib (hERG inhibition (general)): blocker. (3) The compound is Cc1ccc2c(c1)nnn2C1CCN(CC(=O)N2CCN(c3ccc(F)cc3)CC2)CC1. Results: hERG_inhib (hERG inhibition (general)): blocker. (4) The drug is CCC1=Nc2cc(C(=O)NCCN3CCCC3)ccc2Sc2ccccc21. Results: hERG_inhib (hERG inhibition (general)): blocker. (5) The drug is COc1ccc(Cl)cc1C(=O)Nc1ccc(CN2CCCCC2)cc1. Results: hERG_inhib (hERG inhibition (general)): blocker. (6) The compound is CCCCn1c2c(c(=N)c3ccccc31)CCC2.I. Results: hERG_inhib (hERG inhibition (general)): blocker. (7) The compound is O=C(Cc1ncc(C(F)(F)F)cc1Cl)N1CCN(c2cccc(Cl)c2)CC1. Results: hERG_inhib (hERG inhibition (general)): blocker. (8) The drug is O=C(c1coc(=O)c2ccccc12)N1CCN(Cc2ccccc2)CC1. Results: hERG_inhib (hERG inhibition (general)): blocker. (9) The drug is O=[N+]([O-])c1ccc(CN2CCN(c3ccc([N+](=O)[O-])cc3)CC2)cc1. Results: hERG_inhib (hERG inhibition (general)): blocker. (10) Results: hERG_inhib (hERG inhibition (general)): blocker. The molecule is Cc1oc(-c2ccc(Cl)cc2)nc1CN1CCCN(C(=O)c2ccco2)CC1.